This data is from Forward reaction prediction with 1.9M reactions from USPTO patents (1976-2016). The task is: Predict the product of the given reaction. (1) Given the reactants [N+:1]([C:4]1[CH:9]=[CH:8][C:7]([N:10]2[CH:18]=[N:17][C:16]3[C:11]2=[N:12][CH:13]=[N:14][C:15]=3[NH2:19])=[CH:6][CH:5]=1)([O-])=O.[H][H], predict the reaction product. The product is: [NH2:1][C:4]1[CH:9]=[CH:8][C:7]([N:10]2[CH:18]=[N:17][C:16]3[C:11]2=[N:12][CH:13]=[N:14][C:15]=3[NH2:19])=[CH:6][CH:5]=1. (2) Given the reactants Cl[C:2]1[N:6]2[CH:7]=[C:8]([S:11]([N:14]([CH2:17][CH3:18])[CH2:15][CH3:16])(=[O:13])=[O:12])[CH:9]=[CH:10][C:5]2=[N:4][N:3]=1.[CH2:19]([NH2:26])[C:20]1[CH:25]=[CH:24][CH:23]=[CH:22][CH:21]=1, predict the reaction product. The product is: [CH2:19]([NH:26][C:2]1[N:6]2[CH:7]=[C:8]([S:11]([N:14]([CH2:17][CH3:18])[CH2:15][CH3:16])(=[O:13])=[O:12])[CH:9]=[CH:10][C:5]2=[N:4][N:3]=1)[C:20]1[CH:25]=[CH:24][CH:23]=[CH:22][CH:21]=1. (3) Given the reactants [CH:1]([O:4][C:5]1([C:8]2[CH:13]=[CH:12][C:11]([C:14]#[C:15][C:16]3[CH:26]=[CH:25][C:19]([C:20]([O:22]CC)=[O:21])=[CH:18][CH:17]=3)=[CH:10][C:9]=2[CH2:27][CH3:28])[CH2:7][CH2:6]1)([CH3:3])[CH3:2].[OH-].[Na+].O.CC#N, predict the reaction product. The product is: [CH:1]([O:4][C:5]1([C:8]2[CH:13]=[CH:12][C:11]([C:14]#[C:15][C:16]3[CH:17]=[CH:18][C:19]([C:20]([OH:22])=[O:21])=[CH:25][CH:26]=3)=[CH:10][C:9]=2[CH2:27][CH3:28])[CH2:6][CH2:7]1)([CH3:3])[CH3:2]. (4) Given the reactants C(N(CC)CC)C.[NH2:8][CH2:9][CH2:10][CH2:11][O:12][C:13]1[CH:30]=[CH:29][C:16]2[N:17]([CH2:27][CH3:28])[C:18](=[O:26])[C:19]([CH3:25])([CH3:24])[C:20](=[O:23])[N:21]([CH3:22])[C:15]=2[CH:14]=1.[N+:31]([C:34]1[CH:39]=[CH:38][CH:37]=[CH:36][C:35]=1[S:40](Cl)(=[O:42])=[O:41])([O-:33])=[O:32], predict the reaction product. The product is: [CH2:27]([N:17]1[C:18](=[O:26])[C:19]([CH3:24])([CH3:25])[C:20](=[O:23])[N:21]([CH3:22])[C:15]2[CH:14]=[C:13]([O:12][CH2:11][CH2:10][CH2:9][NH:8][S:40]([C:35]3[CH:36]=[CH:37][CH:38]=[CH:39][C:34]=3[N+:31]([O-:33])=[O:32])(=[O:41])=[O:42])[CH:30]=[CH:29][C:16]1=2)[CH3:28]. (5) The product is: [NH2:28][C:12]1[C:11]([C:8]2[S:9][C:10]3[C:6](=[C:5]([C:29]#[N:38])[CH:4]=[CH:3][CH:2]=3)[N:7]=2)=[CH:16][C:15]([C:17]2[CH:18]=[N:19][N:20]([CH:22]3[CH2:23][CH2:24][NH:25][CH2:26][CH2:27]3)[CH:21]=2)=[CH:14][N:13]=1. Given the reactants F[C:2]1[C:10]2[S:9][C:8]([C:11]3[C:12]([NH2:28])=[N:13][CH:14]=[C:15]([C:17]4[CH:18]=[N:19][N:20]([CH:22]5[CH2:27][CH2:26][NH:25][CH2:24][CH2:23]5)[CH:21]=4)[CH:16]=3)=[N:7][C:6]=2[C:5]([C:29](F)(F)F)=[CH:4][CH:3]=1.ClC1SC2C(=C(C#N)C=CC=2)[N:38]=1, predict the reaction product. (6) Given the reactants [NH2:1]/[C:2](/[CH2:12][CH3:13])=[C:3](/[CH2:9][CH2:10]C)\[C:4]([O:6][CH2:7][CH3:8])=[O:5].[S:14]1[CH:18]=[CH:17][CH:16]=[C:15]1[C:19](Cl)=[O:20], predict the reaction product. The product is: [S:14]1[CH:18]=[CH:17][CH:16]=[C:15]1[C:19]([NH:1][C:2]1[CH2:12][CH2:13][CH2:10][CH2:9][C:3]=1[C:4]([O:6][CH2:7][CH3:8])=[O:5])=[O:20].